This data is from Peptide-MHC class II binding affinity with 134,281 pairs from IEDB. The task is: Regression. Given a peptide amino acid sequence and an MHC pseudo amino acid sequence, predict their binding affinity value. This is MHC class II binding data. (1) The peptide sequence is SLFIGLKGDIRESTV. The MHC is DRB1_0901 with pseudo-sequence DRB1_0901. The binding affinity (normalized) is 0.450. (2) The peptide sequence is LVVAVGLRVVCA. The MHC is DRB1_1302 with pseudo-sequence DRB1_1302. The binding affinity (normalized) is 0.146.